From a dataset of NCI-60 drug combinations with 297,098 pairs across 59 cell lines. Regression. Given two drug SMILES strings and cell line genomic features, predict the synergy score measuring deviation from expected non-interaction effect. (1) Drug 1: C1=CC(=CC=C1CC(C(=O)O)N)N(CCCl)CCCl.Cl. Drug 2: C#CCC(CC1=CN=C2C(=N1)C(=NC(=N2)N)N)C3=CC=C(C=C3)C(=O)NC(CCC(=O)O)C(=O)O. Cell line: PC-3. Synergy scores: CSS=40.6, Synergy_ZIP=-6.78, Synergy_Bliss=-4.82, Synergy_Loewe=-64.7, Synergy_HSA=-4.70. (2) Drug 1: COC1=CC(=CC(=C1O)OC)C2C3C(COC3=O)C(C4=CC5=C(C=C24)OCO5)OC6C(C(C7C(O6)COC(O7)C8=CC=CS8)O)O. Drug 2: CS(=O)(=O)CCNCC1=CC=C(O1)C2=CC3=C(C=C2)N=CN=C3NC4=CC(=C(C=C4)OCC5=CC(=CC=C5)F)Cl. Cell line: M14. Synergy scores: CSS=46.5, Synergy_ZIP=5.37, Synergy_Bliss=7.64, Synergy_Loewe=-8.51, Synergy_HSA=4.82. (3) Drug 1: C1=CN(C(=O)N=C1N)C2C(C(C(O2)CO)O)O.Cl. Drug 2: CC(C)NC(=O)C1=CC=C(C=C1)CNNC.Cl. Cell line: HOP-92. Synergy scores: CSS=24.1, Synergy_ZIP=-3.39, Synergy_Bliss=-1.54, Synergy_Loewe=-12.9, Synergy_HSA=-0.0413.